From a dataset of Catalyst prediction with 721,799 reactions and 888 catalyst types from USPTO. Predict which catalyst facilitates the given reaction. (1) Reactant: [CH2:1]([O:3][C:4](=[O:23])[CH:5]([C:7]1[C:8]([CH3:22])=[N:9][C:10]2[N:11]([N:14]=[C:15]([C:17]([O:19][CH2:20][CH3:21])=[O:18])[CH:16]=2)[C:12]=1[I:13])[OH:6])[CH3:2].CC(OI1(OC(C)=O)(OC(C)=O)OC(=O)C2C=CC=CC1=2)=O. Product: [CH2:1]([O:3][C:4](=[O:23])[C:5]([C:7]1[C:8]([CH3:22])=[N:9][C:10]2[N:11]([N:14]=[C:15]([C:17]([O:19][CH2:20][CH3:21])=[O:18])[CH:16]=2)[C:12]=1[I:13])=[O:6])[CH3:2]. The catalyst class is: 124. (2) Reactant: ClC(Cl)(O[C:5](=[O:11])OC(Cl)(Cl)Cl)Cl.[Si:13]([O:20][CH2:21][C:22]([OH:34])([CH3:33])[C:23]([O:25][CH2:26][C:27]1[CH:32]=[CH:31][CH:30]=[CH:29][CH:28]=1)=[O:24])([C:16]([CH3:19])([CH3:18])[CH3:17])([CH3:15])[CH3:14].[CH3:35][NH:36][CH3:37]. Product: [Si:13]([O:20][CH2:21][C:22]([O:34][C:5](=[O:11])[N:36]([CH3:37])[CH3:35])([CH3:33])[C:23]([O:25][CH2:26][C:27]1[CH:32]=[CH:31][CH:30]=[CH:29][CH:28]=1)=[O:24])([C:16]([CH3:19])([CH3:18])[CH3:17])([CH3:15])[CH3:14]. The catalyst class is: 79. (3) Reactant: [F:1][C:2]([F:49])([F:48])[C:3]1[CH:4]=[C:5]([CH:41]=[C:42]([C:44]([F:47])([F:46])[F:45])[CH:43]=1)[CH2:6][N:7]([CH2:23][C:24]1[CH:29]=[C:28]([C:30]([F:33])([F:32])[F:31])[CH:27]=[CH:26][C:25]=1[C:34]1[CH:39]=[C:38]([CH3:40])[CH:37]=[CH:36][N:35]=1)[C:8]1[N:13]=[CH:12][C:11]([O:14][CH2:15][CH2:16][CH2:17][C:18]([O:20]CC)=[O:19])=[CH:10][N:9]=1.[OH-].[Na+].Cl.C(OCC)(=O)C. Product: [F:49][C:2]([F:1])([F:48])[C:3]1[CH:4]=[C:5]([CH:41]=[C:42]([C:44]([F:47])([F:46])[F:45])[CH:43]=1)[CH2:6][N:7]([CH2:23][C:24]1[CH:29]=[C:28]([C:30]([F:33])([F:32])[F:31])[CH:27]=[CH:26][C:25]=1[C:34]1[CH:39]=[C:38]([CH3:40])[CH:37]=[CH:36][N:35]=1)[C:8]1[N:9]=[CH:10][C:11]([O:14][CH2:15][CH2:16][CH2:17][C:18]([OH:20])=[O:19])=[CH:12][N:13]=1. The catalyst class is: 8. (4) Reactant: [F:1][C:2]1([F:17])[O:6][C:5]2[CH:7]=[CH:8][C:9]([C:11]3([C:14](Cl)=[O:15])[CH2:13][CH2:12]3)=[CH:10][C:4]=2[O:3]1.[NH2:18][C:19]1[N:24]=[C:23]([C:25]2[CH:26]=[C:27]([CH:35]=[CH:36][CH:37]=2)[C:28]([O:30][C:31]([CH3:34])([CH3:33])[CH3:32])=[O:29])[C:22]([CH3:38])=[CH:21][N:20]=1. Product: [F:1][C:2]1([F:17])[O:6][C:5]2[CH:7]=[CH:8][C:9]([C:11]3([C:14]([NH:18][C:19]4[N:24]=[C:23]([C:25]5[CH:26]=[C:27]([CH:35]=[CH:36][CH:37]=5)[C:28]([O:30][C:31]([CH3:33])([CH3:34])[CH3:32])=[O:29])[C:22]([CH3:38])=[CH:21][N:20]=4)=[O:15])[CH2:13][CH2:12]3)=[CH:10][C:4]=2[O:3]1. The catalyst class is: 17. (5) Reactant: [CH2:1]([N:3]1[C:7]([CH3:8])=[CH:6][C:5]([C:9]([OH:11])=O)=[N:4]1)[CH3:2].C[N:13]([CH3:16])C=O.C(Cl)(=O)[C:18](Cl)=[O:19]. Product: [CH3:18][O:19][N:13]([CH3:16])[C:9]([C:5]1[CH:6]=[C:7]([CH3:8])[N:3]([CH2:1][CH3:2])[N:4]=1)=[O:11]. The catalyst class is: 4.